This data is from NCI-60 drug combinations with 297,098 pairs across 59 cell lines. The task is: Regression. Given two drug SMILES strings and cell line genomic features, predict the synergy score measuring deviation from expected non-interaction effect. (1) Drug 1: CN1C2=C(C=C(C=C2)N(CCCl)CCCl)N=C1CCCC(=O)O.Cl. Drug 2: CC(C)NC(=O)C1=CC=C(C=C1)CNNC.Cl. Cell line: MDA-MB-435. Synergy scores: CSS=-1.29, Synergy_ZIP=-0.922, Synergy_Bliss=-3.92, Synergy_Loewe=-1.92, Synergy_HSA=-5.74. (2) Synergy scores: CSS=54.5, Synergy_ZIP=-5.82, Synergy_Bliss=-8.34, Synergy_Loewe=-5.26, Synergy_HSA=-2.03. Drug 2: COC1=CC(=CC(=C1O)OC)C2C3C(COC3=O)C(C4=CC5=C(C=C24)OCO5)OC6C(C(C7C(O6)COC(O7)C8=CC=CS8)O)O. Drug 1: CC1=C2C(C(=O)C3(C(CC4C(C3C(C(C2(C)C)(CC1OC(=O)C(C(C5=CC=CC=C5)NC(=O)OC(C)(C)C)O)O)OC(=O)C6=CC=CC=C6)(CO4)OC(=O)C)OC)C)OC. Cell line: SK-MEL-2. (3) Drug 1: CCC1=CC2CC(C3=C(CN(C2)C1)C4=CC=CC=C4N3)(C5=C(C=C6C(=C5)C78CCN9C7C(C=CC9)(C(C(C8N6C)(C(=O)OC)O)OC(=O)C)CC)OC)C(=O)OC.C(C(C(=O)O)O)(C(=O)O)O. Drug 2: C1CN1P(=S)(N2CC2)N3CC3. Cell line: SK-OV-3. Synergy scores: CSS=43.9, Synergy_ZIP=-2.38, Synergy_Bliss=-0.338, Synergy_Loewe=-17.5, Synergy_HSA=0.703. (4) Drug 1: CC1=CC2C(CCC3(C2CCC3(C(=O)C)OC(=O)C)C)C4(C1=CC(=O)CC4)C. Drug 2: CC(C)NC(=O)C1=CC=C(C=C1)CNNC.Cl. Cell line: HOP-62. Synergy scores: CSS=-4.52, Synergy_ZIP=3.65, Synergy_Bliss=4.53, Synergy_Loewe=-1.35, Synergy_HSA=-1.39.